This data is from Peptide-MHC class I binding affinity with 185,985 pairs from IEDB/IMGT. The task is: Regression. Given a peptide amino acid sequence and an MHC pseudo amino acid sequence, predict their binding affinity value. This is MHC class I binding data. (1) The peptide sequence is SARRRHLVF. The MHC is HLA-B07:02 with pseudo-sequence HLA-B07:02. The binding affinity (normalized) is 0.446. (2) The peptide sequence is FQVNRFTGY. The MHC is HLA-A01:01 with pseudo-sequence HLA-A01:01. The binding affinity (normalized) is 0.0847. (3) The peptide sequence is ETKKTMLAL. The MHC is HLA-A24:03 with pseudo-sequence HLA-A24:03. The binding affinity (normalized) is 0.0847. (4) The peptide sequence is DCKTILKAL. The MHC is HLA-A31:01 with pseudo-sequence HLA-A31:01. The binding affinity (normalized) is 0. (5) The MHC is HLA-A11:01 with pseudo-sequence HLA-A11:01. The peptide sequence is YSHLLPTQR. The binding affinity (normalized) is 0.347. (6) The peptide sequence is SQMPPQKIM. The MHC is HLA-B08:02 with pseudo-sequence HLA-B08:02. The binding affinity (normalized) is 0.0847. (7) The peptide sequence is TALGMSLNF. The MHC is HLA-B51:01 with pseudo-sequence HLA-B51:01. The binding affinity (normalized) is 0.798.